This data is from Forward reaction prediction with 1.9M reactions from USPTO patents (1976-2016). The task is: Predict the product of the given reaction. Given the reactants [C:9](O[C:9]([O:11][C:12]([CH3:15])([CH3:14])[CH3:13])=[O:10])([O:11][C:12]([CH3:15])([CH3:14])[CH3:13])=[O:10].[Br:16][C:17]1[CH:25]=[CH:24][CH:23]=[C:22]2[C:18]=1[CH:19]=[CH:20][NH:21]2, predict the reaction product. The product is: [C:12]([O:11][C:9]([N:21]1[C:22]2[C:18](=[C:17]([Br:16])[CH:25]=[CH:24][CH:23]=2)[CH:19]=[CH:20]1)=[O:10])([CH3:13])([CH3:14])[CH3:15].